This data is from Reaction yield outcomes from USPTO patents with 853,638 reactions. The task is: Predict the reaction yield, written as a fraction of the theoretical maximum amount of product (1.0 means a 100% yield; for example, 0.34 means a 34% yield). (1) The reactants are [Cl:1][C:2]1[CH:7]=[CH:6][C:5]([C:8]2([C:11]([OH:13])=O)[CH2:10][CH2:9]2)=[CH:4][CH:3]=1.[K+].[CH3:15][O:16][C:17](=[O:22])[CH2:18]C([O-])=O. No catalyst specified. The product is [Cl:1][C:2]1[CH:3]=[CH:4][C:5]([C:8]2([C:11](=[O:13])[CH2:18][C:17]([O:16][CH3:15])=[O:22])[CH2:9][CH2:10]2)=[CH:6][CH:7]=1. The yield is 0.780. (2) The reactants are [NH2:1][C:2]1[CH:7]=[CH:6][N:5]=[CH:4][CH:3]=1.[CH3:8][O:9][C:10]1[C:15]2[O:16][C:17]3[CH:22]=[CH:21][CH:20]=[CH:19][C:18]=3[C:14]=2[C:13]([S:23](Cl)(=[O:25])=[O:24])=[CH:12][CH:11]=1.C(N(CC)CC)C.CO. The catalyst is C(Cl)(Cl)Cl. The product is [CH3:8][O:9][C:10]1[C:15]2[O:16][C:17]3[CH:22]=[CH:21][CH:20]=[CH:19][C:18]=3[C:14]=2[C:13]([S:23]([NH:1][C:2]2[CH:7]=[CH:6][N:5]=[CH:4][CH:3]=2)(=[O:25])=[O:24])=[CH:12][CH:11]=1. The yield is 0.250. (3) The reactants are [CH3:1][O:2][C:3]([NH:5][C@H:6]([C:10]([N:12]1[C@@H:16]([CH3:17])[CH2:15][CH2:14][C@H:13]1[C:18]1[NH:19][C:20]([C:23]2[CH:28]=[C:27]3[CH2:29][O:30][C:31]4[CH:58]=[C:57]5[C:34]([CH:35]=[CH:36][C:37]6[NH:41][C:40]([C@@H:42]7[CH2:46][C@H:45]([CH2:47][O:48][CH3:49])[CH2:44][N:43]7C(OC(C)(C)C)=O)=[N:39][C:38]=65)=[CH:33][C:32]=4[C:26]3=[CH:25][CH:24]=2)=[CH:21][N:22]=1)=[O:11])[CH:7]([CH3:9])[CH3:8])=[O:4].Cl.[CH3:60][O:61][C:62]([NH:64][CH:65]([CH:69]([CH3:71])[CH3:70])[C:66](O)=[O:67])=[O:63].CN(C(ON1N=NC2C=CC=NC1=2)=[N+](C)C)C.F[P-](F)(F)(F)(F)F.C(N(C(C)C)CC)(C)C. The catalyst is CN(C=O)C.C(OCC)(=O)C.C(O)C. The product is [CH3:1][O:2][C:3](=[O:4])[NH:5][C@@H:6]([CH:7]([CH3:9])[CH3:8])[C:10]([N:12]1[C@@H:16]([CH3:17])[CH2:15][CH2:14][C@H:13]1[C:18]1[NH:19][C:20]([C:23]2[CH:28]=[C:27]3[CH2:29][O:30][C:31]4[CH:58]=[C:57]5[C:34]([CH:35]=[CH:36][C:37]6[N:41]=[C:40]([C@@H:42]7[CH2:46][C@H:45]([CH2:47][O:48][CH3:49])[CH2:44][N:43]7[C:66](=[O:67])[C@@H:65]([NH:64][C:62]([O:61][CH3:60])=[O:63])[CH:69]([CH3:71])[CH3:70])[NH:39][C:38]=65)=[CH:33][C:32]=4[C:26]3=[CH:25][CH:24]=2)=[CH:21][N:22]=1)=[O:11]. The yield is 0.450.